Regression. Given two drug SMILES strings and cell line genomic features, predict the synergy score measuring deviation from expected non-interaction effect. From a dataset of NCI-60 drug combinations with 297,098 pairs across 59 cell lines. (1) Drug 1: C1=C(C(=O)NC(=O)N1)N(CCCl)CCCl. Drug 2: C1C(C(OC1N2C=NC3=C2NC=NCC3O)CO)O. Cell line: SF-268. Synergy scores: CSS=19.7, Synergy_ZIP=0.305, Synergy_Bliss=-0.616, Synergy_Loewe=-14.1, Synergy_HSA=-1.48. (2) Drug 1: C1CCN(CC1)CCOC2=CC=C(C=C2)C(=O)C3=C(SC4=C3C=CC(=C4)O)C5=CC=C(C=C5)O. Drug 2: CC1=C(C(CCC1)(C)C)C=CC(=CC=CC(=CC(=O)O)C)C. Cell line: NCI/ADR-RES. Synergy scores: CSS=-4.89, Synergy_ZIP=4.22, Synergy_Bliss=1.05, Synergy_Loewe=-2.26, Synergy_HSA=-4.11. (3) Drug 1: C1=C(C(=O)NC(=O)N1)N(CCCl)CCCl. Drug 2: CC(C)(C#N)C1=CC(=CC(=C1)CN2C=NC=N2)C(C)(C)C#N. Cell line: MOLT-4. Synergy scores: CSS=66.5, Synergy_ZIP=5.28, Synergy_Bliss=4.98, Synergy_Loewe=3.69, Synergy_HSA=4.93. (4) Drug 1: CCCS(=O)(=O)NC1=C(C(=C(C=C1)F)C(=O)C2=CNC3=C2C=C(C=N3)C4=CC=C(C=C4)Cl)F. Drug 2: COC1=C2C(=CC3=C1OC=C3)C=CC(=O)O2. Cell line: RXF 393. Synergy scores: CSS=8.35, Synergy_ZIP=-1.13, Synergy_Bliss=9.10, Synergy_Loewe=2.74, Synergy_HSA=6.59. (5) Drug 1: CC1=CC=C(C=C1)C2=CC(=NN2C3=CC=C(C=C3)S(=O)(=O)N)C(F)(F)F. Drug 2: CC(C)CN1C=NC2=C1C3=CC=CC=C3N=C2N. Cell line: BT-549. Synergy scores: CSS=-5.30, Synergy_ZIP=1.69, Synergy_Bliss=-0.952, Synergy_Loewe=-3.42, Synergy_HSA=-4.55. (6) Drug 1: CC1=CC=C(C=C1)C2=CC(=NN2C3=CC=C(C=C3)S(=O)(=O)N)C(F)(F)F. Drug 2: C1=CN(C=N1)CC(O)(P(=O)(O)O)P(=O)(O)O. Cell line: M14. Synergy scores: CSS=-2.87, Synergy_ZIP=1.46, Synergy_Bliss=-0.592, Synergy_Loewe=-2.49, Synergy_HSA=-3.92. (7) Drug 1: C1CCC(C1)C(CC#N)N2C=C(C=N2)C3=C4C=CNC4=NC=N3. Drug 2: COC1=NC(=NC2=C1N=CN2C3C(C(C(O3)CO)O)O)N. Cell line: MALME-3M. Synergy scores: CSS=7.89, Synergy_ZIP=-1.44, Synergy_Bliss=2.92, Synergy_Loewe=1.33, Synergy_HSA=1.60.